From a dataset of Catalyst prediction with 721,799 reactions and 888 catalyst types from USPTO. Predict which catalyst facilitates the given reaction. (1) The catalyst class is: 145. Reactant: [NH2:1][C:2]1[CH:7]=[N:6][CH:5]=[CH:4][N:3]=1.[C:8]1([C:14]2[O:18][N:17]=[CH:16][C:15]=2[CH2:19][CH2:20][C:21](O)=[O:22])[CH:13]=[CH:12][CH:11]=[CH:10][CH:9]=1.O.ON1C2C=CC=CC=2N=N1.Cl.C(N=C=NCCCN(C)C)C. Product: [N:3]1[CH:4]=[CH:5][N:6]=[CH:7][C:2]=1[NH:1][C:21](=[O:22])[CH2:20][CH2:19][C:15]1[CH:16]=[N:17][O:18][C:14]=1[C:8]1[CH:9]=[CH:10][CH:11]=[CH:12][CH:13]=1. (2) Reactant: [Cl:1][C:2]1[CH:7]=[CH:6][C:5]([C@@H:8]2[C@@H:12]([C:13]3[CH:18]=[CH:17][CH:16]=[C:15]([Cl:19])[CH:14]=3)[O:11]C(=O)[N:9]2C(OC(C)(C)C)=O)=[C:4]([F:28])[CH:3]=1.[OH-].[Na+]. Product: [NH2:9][C@H:8]([C:5]1[CH:6]=[CH:7][C:2]([Cl:1])=[CH:3][C:4]=1[F:28])[C@@H:12]([C:13]1[CH:18]=[CH:17][CH:16]=[C:15]([Cl:19])[CH:14]=1)[OH:11]. The catalyst class is: 5.